Dataset: Full USPTO retrosynthesis dataset with 1.9M reactions from patents (1976-2016). Task: Predict the reactants needed to synthesize the given product. (1) Given the product [C:1]([NH:4][CH:5]([CH2:6][C:18]1[CH:27]=[CH:26][C:25]2[C:20](=[CH:21][CH:22]=[C:23]([C:28]3[C:29]([Cl:35])=[CH:30][CH:31]=[CH:32][C:33]=3[Cl:34])[CH:24]=2)[CH:19]=1)[C:11]([O:13][CH2:14][CH3:15])=[O:12])(=[O:3])[CH3:2], predict the reactants needed to synthesize it. The reactants are: [C:1]([NH:4][CH:5]([C:11]([O:13][CH2:14][CH3:15])=[O:12])[C:6](OCC)=O)(=[O:3])[CH3:2].BrC[C:18]1[CH:27]=[CH:26][C:25]2[C:20](=[CH:21][CH:22]=[C:23]([C:28]3[C:33]([Cl:34])=[CH:32][CH:31]=[CH:30][C:29]=3[Cl:35])[CH:24]=2)[CH:19]=1.O. (2) The reactants are: [CH2:1]([O:3][C:4](=[O:20])/[CH:5]=[C:6](\[C:13]1[CH:18]=[CH:17][C:16](Br)=[CH:15][CH:14]=1)/[C:7]1[CH:12]=[CH:11][CH:10]=[CH:9][CH:8]=1)[CH3:2].[CH3:21][N:22]([CH3:26])[CH2:23][C:24]#[CH:25]. Given the product [CH2:1]([O:3][C:4](=[O:20])/[CH:5]=[C:6](\[C:13]1[CH:18]=[CH:17][C:16]([C:25]#[C:24][CH2:23][N:22]([CH3:26])[CH3:21])=[CH:15][CH:14]=1)/[C:7]1[CH:12]=[CH:11][CH:10]=[CH:9][CH:8]=1)[CH3:2], predict the reactants needed to synthesize it. (3) Given the product [Br:24][CH2:25][CH2:26][O:1][C:2]1[CH:3]=[CH:4][C:5]2[C:17](=[O:18])[C:16]3[C:15]4[C:10](=[CH:11][C:12]([C:19]#[N:20])=[CH:13][CH:14]=4)[NH:9][C:8]=3[C:7]([CH3:21])([CH3:22])[C:6]=2[CH:23]=1, predict the reactants needed to synthesize it. The reactants are: [OH:1][C:2]1[CH:3]=[CH:4][C:5]2[C:17](=[O:18])[C:16]3[C:15]4[C:10](=[CH:11][C:12]([C:19]#[N:20])=[CH:13][CH:14]=4)[NH:9][C:8]=3[C:7]([CH3:22])([CH3:21])[C:6]=2[CH:23]=1.[Br:24][CH2:25][CH2:26]O. (4) Given the product [CH3:9][O:8][C:5]1[CH:6]=[CH:7][C:2]([N:10]2[CH2:15][CH2:14][O:13][CH2:12][CH2:11]2)=[CH:3][CH:4]=1, predict the reactants needed to synthesize it. The reactants are: Br[C:2]1[CH:7]=[CH:6][C:5]([O:8][CH3:9])=[CH:4][CH:3]=1.[NH:10]1[CH2:15][CH2:14][O:13][CH2:12][CH2:11]1.CC([O-])(C)C.[Na+].C(Cl)(Cl)Cl. (5) Given the product [Cl:1][C:2]1[N:6]2[C:7]3[CH:28]=[CH:27][C:26]([Cl:29])=[CH:25][C:8]=3[C@@H:9]([C:15]3[CH:20]=[CH:19][CH:18]=[C:17]([O:21][CH3:22])[C:16]=3[O:23][CH3:24])[S:10][C@H:11]([CH2:12][CH2:13][N:51]3[N:52]=[N:53][C:54]([CH2:55][C:56]([O:58][CH2:59][CH3:60])=[O:57])=[N:50]3)[C:5]2=[N:4][C:3]=1[Cl:30], predict the reactants needed to synthesize it. The reactants are: [Cl:1][C:2]1[N:6]2[C:7]3[CH:28]=[CH:27][C:26]([Cl:29])=[CH:25][C:8]=3[C@@H:9]([C:15]3[CH:20]=[CH:19][CH:18]=[C:17]([O:21][CH3:22])[C:16]=3[O:23][CH3:24])[S:10][C@H:11]([CH2:12][CH2:13]O)[C:5]2=[N:4][C:3]=1[Cl:30].C1(P(C2C=CC=CC=2)C2C=CC=CC=2)C=CC=CC=1.[N:50]1[NH:51][N:52]=[N:53][C:54]=1[CH2:55][C:56]([O:58][CH2:59][CH3:60])=[O:57].C1(C)C=CC=CC=1. (6) The reactants are: [CH:1]1([N:4]([C:12]2[N:17]3[N:18]=[CH:19][CH:20]=[C:16]3[N:15]=[C:14](SC)[N:13]=2)[C:5](=[O:11])[O:6][C:7]([CH3:10])([CH3:9])[CH3:8])[CH2:3][CH2:2]1.[F:23][C:24]([F:36])([F:35])[O:25][C:26]1[CH:27]=[C:28](B(O)O)[CH:29]=[CH:30][CH:31]=1.O1C=CC=C1P(C1OC=CC=1)C1OC=CC=1. Given the product [CH:1]1([N:4]([C:12]2[N:17]3[N:18]=[CH:19][CH:20]=[C:16]3[N:15]=[C:14]([C:28]3[CH:29]=[CH:30][CH:31]=[C:26]([O:25][C:24]([F:23])([F:35])[F:36])[CH:27]=3)[N:13]=2)[C:5](=[O:11])[O:6][C:7]([CH3:10])([CH3:9])[CH3:8])[CH2:3][CH2:2]1, predict the reactants needed to synthesize it. (7) Given the product [Cl:15][C:14]1[N:13]=[C:20]([Cl:21])[N:19]=[C:17]([NH:8][C:7]2[CH:9]=[CH:10][C:4]([O:3][C:2]([F:11])([F:12])[F:1])=[CH:5][CH:6]=2)[N:16]=1, predict the reactants needed to synthesize it. The reactants are: [F:1][C:2]([F:12])([F:11])[O:3][C:4]1[CH:10]=[CH:9][C:7]([NH2:8])=[CH:6][CH:5]=1.[N:13]1[C:20]([Cl:21])=[N:19][C:17](Cl)=[N:16][C:14]=1[Cl:15].C(=O)([O-])[O-].[K+].[K+].Cl.